This data is from Full USPTO retrosynthesis dataset with 1.9M reactions from patents (1976-2016). The task is: Predict the reactants needed to synthesize the given product. (1) Given the product [Br:40][CH2:14][C:12]1[CH:11]=[C:10]([C:16]([O:18][CH3:19])=[O:17])[CH:9]=[C:8]([C:3]2[CH:4]=[CH:5][CH:6]=[CH:7][C:2]=2[Cl:1])[CH:13]=1, predict the reactants needed to synthesize it. The reactants are: [Cl:1][C:2]1[CH:7]=[CH:6][CH:5]=[CH:4][C:3]=1[C:8]1[CH:13]=[C:12]([CH2:14]O)[CH:11]=[C:10]([C:16]([O:18][CH3:19])=[O:17])[CH:9]=1.C1(P(C2C=CC=CC=2)C2C=CC=CC=2)C=CC=CC=1.C(Br)(Br)(Br)[Br:40]. (2) The reactants are: [CH3:1][C:2]1[O:3][C:4]([C:10]2[CH:15]=[CH:14][CH:13]=[CH:12][CH:11]=2)=[CH:5][C:6]=1[C:7]([OH:9])=O.[C:16]([O:19][C:20]1C=CC(N)=C[C:21]=1CC)(=[O:18])[CH3:17].F[P-](F)(F)(F)(F)F.N1(OC(N(C)C)=[N+](C)C)[C:40]2[N:41]=[CH:42][CH:43]=[CH:44][C:39]=2N=N1.[CH3:53]N(C)C=O. Given the product [CH2:20]([O:19][C:16](=[O:18])[CH2:17][C:39]1[CH:40]=[CH:53][C:42]([NH:41][C:7]([C:6]2[CH:5]=[C:4]([C:10]3[CH:15]=[CH:14][CH:13]=[CH:12][CH:11]=3)[O:3][C:2]=2[CH3:1])=[O:9])=[CH:43][CH:44]=1)[CH3:21], predict the reactants needed to synthesize it. (3) Given the product [CH3:30][N:20]([CH2:19][C@@:7]1([C:1]2[CH:6]=[CH:5][CH:4]=[CH:3][CH:2]=2)[CH2:9][C@H:8]1[CH2:10][O:11][CH2:12][C:13]1[CH:14]=[CH:15][CH:16]=[CH:17][CH:18]=1)[C:21](=[O:27])[O:22][C:23]([CH3:24])([CH3:26])[CH3:25], predict the reactants needed to synthesize it. The reactants are: [C:1]1([C@:7]2([CH2:19][NH:20][C:21](=[O:27])[O:22][C:23]([CH3:26])([CH3:25])[CH3:24])[CH2:9][C@H:8]2[CH2:10][O:11][CH2:12][C:13]2[CH:18]=[CH:17][CH:16]=[CH:15][CH:14]=2)[CH:6]=[CH:5][CH:4]=[CH:3][CH:2]=1.CI.[CH3:30][Si]([N-][Si](C)(C)C)(C)C.[Na+]. (4) Given the product [CH:1]([N:4]1[C:12]2[CH:11]=[C:10]([NH:13][C:14]3[CH:19]=[CH:18][N:17]=[C:16]([C:20]4[CH:21]=[N:22][N:23]([C:25]([CH3:31])([CH3:32])[CH2:26][OH:27])[CH:24]=4)[N:15]=3)[N:9]=[CH:8][C:7]=2[N:6]=[C:5]1[CH3:33])([CH3:3])[CH3:2], predict the reactants needed to synthesize it. The reactants are: [CH:1]([N:4]1[C:12]2[CH:11]=[C:10]([NH:13][C:14]3[CH:19]=[CH:18][N:17]=[C:16]([C:20]4[CH:21]=[N:22][N:23]([C:25]([CH3:32])([CH3:31])[C:26](OCC)=[O:27])[CH:24]=4)[N:15]=3)[N:9]=[CH:8][C:7]=2[N:6]=[C:5]1[CH3:33])([CH3:3])[CH3:2].[H-].[Al+3].[Li+].[H-].[H-].[H-]. (5) The reactants are: [F:1][C:2]1[CH:7]=[CH:6][C:5]([C:8]([C:10]2[N:11]=[C:12]([NH:20][C:21]3[N:22]=[CH:23][N:24]([CH3:26])[CH:25]=3)[C:13]3[CH:18]=[C:17]([CH3:19])[S:16][C:14]=3[N:15]=2)=[O:9])=[CH:4][CH:3]=1.FC1C=CC(C(C2N=C(NC3C=C(C)NN=3)C3SC(C)=CC=3N=2)=O)=CC=1. Given the product [F:1][C:2]1[CH:3]=[CH:4][C:5]([CH:8]([C:10]2[N:11]=[C:12]([NH:20][C:21]3[N:22]=[CH:23][N:24]([CH3:26])[CH:25]=3)[C:13]3[CH:18]=[C:17]([CH3:19])[S:16][C:14]=3[N:15]=2)[OH:9])=[CH:6][CH:7]=1, predict the reactants needed to synthesize it. (6) The reactants are: C(OC([N:8]1[CH2:13][CH:12]2[CH2:14][C:9]1=[CH:10][N:11]2[C:15]1[N:20]2[CH:21]=[N:22][N:23]=[C:19]2[CH:18]=[C:17]([C:24]2[CH:29]=[CH:28][N:27]=[C:26]([NH:30][CH:31]([C:33]3[CH:38]=[CH:37][CH:36]=[CH:35][CH:34]=3)[CH3:32])[CH:25]=2)[N:16]=1)=O)(C)(C)C.Cl. Given the product [C@H:12]12[CH2:14][C@H:9]([NH:8][CH2:13]1)[CH2:10][N:11]2[C:15]1[N:23]2[N:22]=[CH:21][N:20]=[C:19]2[CH:18]=[C:17]([C:24]2[CH:29]=[CH:28][N:27]=[C:26]([NH:30][C@H:31]([C:33]3[CH:38]=[CH:37][CH:36]=[CH:35][CH:34]=3)[CH3:32])[CH:25]=2)[N:16]=1, predict the reactants needed to synthesize it. (7) Given the product [Br:1][C:2]1[CH:3]=[C:4]2[C:8](=[CH:9][CH:10]=1)[N:7]([CH2:14][C:15]([O:17][CH2:18][CH3:19])=[O:16])[CH:6]=[CH:5]2, predict the reactants needed to synthesize it. The reactants are: [Br:1][C:2]1[CH:3]=[C:4]2[C:8](=[CH:9][CH:10]=1)[NH:7][CH:6]=[CH:5]2.[H-].[Na+].Br[CH2:14][C:15]([O:17][CH2:18][CH3:19])=[O:16]. (8) Given the product [F:2][C:3]1[CH:8]=[CH:7][C:6]([O:9][CH2:10][C:11]2[C:16]([O:17][CH2:18][CH2:19][N:20]([CH3:21])[C:51]([NH2:50])=[O:52])=[CH:15][CH:14]=[C:13]([F:22])[C:12]=2[F:23])=[CH:5][C:4]=1[N:24]1[C:29](=[O:30])[C:28]2=[C:55]([C:54]([O:57][CH3:58])=[O:56])[S:32][CH:33]=[C:27]2[NH:26][C:25]1=[O:38], predict the reactants needed to synthesize it. The reactants are: Cl.[F:2][C:3]1[CH:8]=[CH:7][C:6]([O:9][CH2:10][C:11]2[C:16]([O:17][CH2:18][CH2:19][NH:20][CH3:21])=[CH:15][CH:14]=[C:13]([F:22])[C:12]=2[F:23])=[CH:5][C:4]=1[N:24]1[C:29](=[O:30])[C:28]2=C(C(OC)=O)[S:32][CH:33]=[C:27]2[NH:26][C:25]1=[O:38].C(N(CC)CC)C.C[Si]([N:50]=[C:51]=[O:52])(C)C.Cl.[C:54]([O:57][CH2:58]C)(=[O:56])[CH3:55]. (9) Given the product [ClH:30].[ClH:30].[NH2:7][CH2:8][CH2:9][CH2:10][CH2:11][N:12]1[CH2:22][CH2:21][C:20]2[C:23]3[CH:13]1[CH2:14][C:15](=[O:28])[C:16]=3[C:17]([O:26][CH3:27])=[C:18]([O:24][CH3:25])[CH:19]=2, predict the reactants needed to synthesize it. The reactants are: C(OC(=O)[NH:7][CH2:8][CH2:9][CH2:10][CH2:11][N:12]1[CH2:22][CH2:21][C:20]2[C:23]3[CH:13]1[CH2:14][C:15](=[O:28])[C:16]=3[C:17]([O:26][CH3:27])=[C:18]([O:24][CH3:25])[CH:19]=2)(C)(C)C.[ClH:30].